From a dataset of Full USPTO retrosynthesis dataset with 1.9M reactions from patents (1976-2016). Predict the reactants needed to synthesize the given product. (1) Given the product [F:1][C:2]1[C:15]([NH:16][CH2:17][C:18]2[CH:23]=[C:22]([C:24]3[CH:29]=[CH:28][CH:27]=[C:26]([F:30])[CH:25]=3)[CH:21]=[CH:20][C:19]=2[F:31])=[C:14]([F:32])[C:13]([CH3:33])=[CH:12][C:3]=1[O:4][CH2:5][C:6]([OH:8])=[O:7], predict the reactants needed to synthesize it. The reactants are: [F:1][C:2]1[C:15]([NH:16][CH2:17][C:18]2[CH:23]=[C:22]([C:24]3[CH:29]=[CH:28][CH:27]=[C:26]([F:30])[CH:25]=3)[CH:21]=[CH:20][C:19]=2[F:31])=[C:14]([F:32])[C:13]([CH3:33])=[CH:12][C:3]=1[O:4][CH2:5][C:6]([O:8]C(C)C)=[O:7].[Li+].[OH-]. (2) Given the product [CH3:20][O:19][CH2:18][CH2:17][CH2:16][N:4]1[C:5]2[CH:10]=[C:9]([C:11]([O:13][CH2:14][CH3:15])=[O:12])[N:8]=[CH:7][C:6]=2[C:2]([CH3:21])=[CH:3]1, predict the reactants needed to synthesize it. The reactants are: Br[C:2]1[C:6]2[CH:7]=[N:8][C:9]([C:11]([O:13][CH2:14][CH3:15])=[O:12])=[CH:10][C:5]=2[N:4]([CH2:16][CH2:17][CH2:18][O:19][CH3:20])[CH:3]=1.[CH3:21]B1OB(C)OB(C)O1.C(=O)([O-])[O-].[Cs+].[Cs+].C1(P(C2CCCCC2)C2C=CC=CC=2C2C(C(C)C)=CC(C(C)C)=CC=2C(C)C)CCCCC1. (3) Given the product [C:1]([C:5]1[CH:6]=[C:7]([C:19]2[N:23]([CH2:24][CH:25]3[CH2:30][CH2:29][CH2:28][CH2:27][CH2:26]3)[C:22]([CH3:31])=[C:21]([S:32]([NH:35][CH2:36][C:37]([CH3:43])([CH3:42])[C:38]([OH:40])=[O:39])(=[O:34])=[O:33])[CH:20]=2)[CH:8]=[CH:9][C:10]=1[S:11](=[O:18])(=[O:17])[NH:12][C:13]([CH3:15])([CH3:16])[CH3:14])([CH3:2])([CH3:3])[CH3:4], predict the reactants needed to synthesize it. The reactants are: [C:1]([C:5]1[CH:6]=[C:7]([C:19]2[N:23]([CH2:24][CH:25]3[CH2:30][CH2:29][CH2:28][CH2:27][CH2:26]3)[C:22]([CH3:31])=[C:21]([S:32]([NH:35][CH2:36][C:37]([CH3:43])([CH3:42])[C:38]([O:40]C)=[O:39])(=[O:34])=[O:33])[CH:20]=2)[CH:8]=[CH:9][C:10]=1[S:11](=[O:18])(=[O:17])[NH:12][C:13]([CH3:16])([CH3:15])[CH3:14])([CH3:4])([CH3:3])[CH3:2].[OH-].[Na+].